Dataset: Reaction yield outcomes from USPTO patents with 853,638 reactions. Task: Predict the reaction yield, written as a fraction of the theoretical maximum amount of product (1.0 means a 100% yield; for example, 0.34 means a 34% yield). The reactants are [Si:1]([O:8][CH2:9][C@@H:10]([NH:15][C:16]([C:18]1[N:19]=[C:20]([N:23]2[CH2:26][CH:25]([OH:27])[CH2:24]2)[S:21][CH:22]=1)=[O:17])[CH2:11][CH:12]([CH3:14])[CH3:13])([C:4]([CH3:7])([CH3:6])[CH3:5])([CH3:3])[CH3:2].[CH3:28][S:29](Cl)(=[O:31])=[O:30].C(N(CC)CC)C. The catalyst is C(Cl)Cl. The product is [Si:1]([O:8][CH2:9][C@@H:10]([NH:15][C:16]([C:18]1[N:19]=[C:20]([N:23]2[CH2:24][CH:25]([O:27][S:29]([CH3:28])(=[O:31])=[O:30])[CH2:26]2)[S:21][CH:22]=1)=[O:17])[CH2:11][CH:12]([CH3:14])[CH3:13])([C:4]([CH3:6])([CH3:7])[CH3:5])([CH3:2])[CH3:3]. The yield is 0.980.